Task: Predict the reaction yield, written as a fraction of the theoretical maximum amount of product (1.0 means a 100% yield; for example, 0.34 means a 34% yield).. Dataset: Reaction yield outcomes from USPTO patents with 853,638 reactions (1) The reactants are [C:1]([O:5][C:6](=[O:23])[C:7]1[CH:12]=[CH:11][C:10]([N:13]2[CH2:18][CH2:17][N:16]([CH3:19])[CH2:15][CH2:14]2)=[CH:9][C:8]=1[N+:20]([O-])=O)([CH3:4])([CH3:3])[CH3:2]. The catalyst is [Pd].C(O)C. The product is [C:1]([O:5][C:6](=[O:23])[C:7]1[CH:12]=[CH:11][C:10]([N:13]2[CH2:18][CH2:17][N:16]([CH3:19])[CH2:15][CH2:14]2)=[CH:9][C:8]=1[NH2:20])([CH3:4])([CH3:2])[CH3:3]. The yield is 0.950. (2) The reactants are Br[CH2:2][CH2:3][CH2:4][CH2:5][N:6]1[C:10](=[O:11])[C:9]2=[CH:12][CH:13]=[CH:14][CH:15]=[C:8]2[C:7]1=[O:16].C(=O)([O-])[O-].[K+].[K+].[C:23]([O:27][C:28]([N:30]1[CH2:35][CH2:34][NH:33][CH2:32][CH2:31]1)=[O:29])([CH3:26])([CH3:25])[CH3:24]. The catalyst is CC(C)=O. The product is [C:23]([O:27][C:28]([N:30]1[CH2:35][CH2:34][N:33]([CH2:2][CH2:3][CH2:4][CH2:5][N:6]2[C:10](=[O:11])[C:9]3[C:8](=[CH:15][CH:14]=[CH:13][CH:12]=3)[C:7]2=[O:16])[CH2:32][CH2:31]1)=[O:29])([CH3:26])([CH3:24])[CH3:25]. The yield is 0.840.